Dataset: NCI-60 drug combinations with 297,098 pairs across 59 cell lines. Task: Regression. Given two drug SMILES strings and cell line genomic features, predict the synergy score measuring deviation from expected non-interaction effect. (1) Drug 1: CCC(=C(C1=CC=CC=C1)C2=CC=C(C=C2)OCCN(C)C)C3=CC=CC=C3.C(C(=O)O)C(CC(=O)O)(C(=O)O)O. Drug 2: C1CC(C1)(C(=O)O)C(=O)O.[NH2-].[NH2-].[Pt+2]. Cell line: CAKI-1. Synergy scores: CSS=6.29, Synergy_ZIP=-3.35, Synergy_Bliss=-1.94, Synergy_Loewe=-1.56, Synergy_HSA=-0.974. (2) Drug 1: COC1=CC(=CC(=C1O)OC)C2C3C(COC3=O)C(C4=CC5=C(C=C24)OCO5)OC6C(C(C7C(O6)COC(O7)C8=CC=CS8)O)O. Drug 2: CS(=O)(=O)CCNCC1=CC=C(O1)C2=CC3=C(C=C2)N=CN=C3NC4=CC(=C(C=C4)OCC5=CC(=CC=C5)F)Cl. Cell line: SK-MEL-5. Synergy scores: CSS=20.0, Synergy_ZIP=-4.16, Synergy_Bliss=3.08, Synergy_Loewe=-22.6, Synergy_HSA=-2.90. (3) Drug 1: CCCS(=O)(=O)NC1=C(C(=C(C=C1)F)C(=O)C2=CNC3=C2C=C(C=N3)C4=CC=C(C=C4)Cl)F. Drug 2: CCN(CC)CCCC(C)NC1=C2C=C(C=CC2=NC3=C1C=CC(=C3)Cl)OC. Cell line: LOX IMVI. Synergy scores: CSS=47.7, Synergy_ZIP=2.39, Synergy_Bliss=0.438, Synergy_Loewe=4.50, Synergy_HSA=5.16. (4) Drug 1: CC1=C(C=C(C=C1)NC(=O)C2=CC=C(C=C2)CN3CCN(CC3)C)NC4=NC=CC(=N4)C5=CN=CC=C5. Drug 2: CC1=C2C(C(=O)C3(C(CC4C(C3C(C(C2(C)C)(CC1OC(=O)C(C(C5=CC=CC=C5)NC(=O)C6=CC=CC=C6)O)O)OC(=O)C7=CC=CC=C7)(CO4)OC(=O)C)O)C)OC(=O)C. Cell line: HS 578T. Synergy scores: CSS=13.1, Synergy_ZIP=8.27, Synergy_Bliss=10.1, Synergy_Loewe=-11.9, Synergy_HSA=8.40. (5) Drug 1: C1CCC(CC1)NC(=O)N(CCCl)N=O. Drug 2: CC(C)NC(=O)C1=CC=C(C=C1)CNNC.Cl. Cell line: HS 578T. Synergy scores: CSS=11.8, Synergy_ZIP=1.56, Synergy_Bliss=6.09, Synergy_Loewe=-6.90, Synergy_HSA=2.70.